The task is: Predict the product of the given reaction.. This data is from Forward reaction prediction with 1.9M reactions from USPTO patents (1976-2016). (1) Given the reactants [NH2:1][C:2]1[CH:11]=[C:10]([C:12]([O:14][CH3:15])=[O:13])[CH:9]=[CH:8][C:3]=1[C:4]([O:6]C)=O.[C:16](#[N:18])[CH3:17], predict the reaction product. The product is: [CH3:17][C:16]1[NH:18][C:4](=[O:6])[C:3]2[C:2](=[CH:11][C:10]([C:12]([O:14][CH3:15])=[O:13])=[CH:9][CH:8]=2)[N:1]=1. (2) Given the reactants [C:1]([NH:4][C:5]1[S:6][CH:7]=[C:8]([CH2:10][CH2:11][C:12]2[CH:17]=[CH:16][C:15]([NH:18][C:19](=[O:29])[CH2:20][NH:21]C(=O)OC(C)(C)C)=[CH:14][CH:13]=2)[N:9]=1)(=[O:3])[CH3:2].[ClH:30], predict the reaction product. The product is: [ClH:30].[C:1]([NH:4][C:5]1[S:6][CH:7]=[C:8]([CH2:10][CH2:11][C:12]2[CH:17]=[CH:16][C:15]([NH:18][C:19](=[O:29])[CH2:20][NH2:21])=[CH:14][CH:13]=2)[N:9]=1)(=[O:3])[CH3:2]. (3) Given the reactants Cl[C:2]1[C:7]([OH:8])=[C:6]([N+:9]([O-])=O)[C:5]([F:12])=[C:4]([CH2:13][CH2:14][Cl:15])[CH:3]=1, predict the reaction product. The product is: [NH2:9][C:6]1[C:5]([F:12])=[C:4]([CH2:13][CH2:14][Cl:15])[CH:3]=[CH:2][C:7]=1[OH:8]. (4) Given the reactants [NH2:1][C@@H:2]1[CH2:6][C@H:5]([C:7]([N:9]2[CH2:14][CH2:13][CH2:12][C@@H:11]([C:15]([C:23]3[CH:28]=[CH:27][CH:26]=[C:25]([Cl:29])[C:24]=3[C:30]3[CH:35]=[CH:34][CH:33]=[C:32]([CH2:36][CH3:37])[CH:31]=3)([OH:22])[CH2:16][CH2:17][CH2:18][CH2:19][O:20][CH3:21])[CH2:10]2)=[O:8])[CH2:4][C@@H:3]1[OH:38].[OH:39][CH2:40][CH:41]=O.C([BH3-])#N.[Na+].Cl, predict the reaction product. The product is: [Cl:29][C:25]1[C:24]([C:30]2[CH:35]=[CH:34][CH:33]=[C:32]([CH2:36][CH3:37])[CH:31]=2)=[C:23]([C:15]([C@@H:11]2[CH2:12][CH2:13][CH2:14][N:9]([C:7]([C@@H:5]3[CH2:4][C@H:3]([OH:38])[C@H:2]([NH:1][CH2:41][CH2:40][OH:39])[CH2:6]3)=[O:8])[CH2:10]2)([OH:22])[CH2:16][CH2:17][CH2:18][CH2:19][O:20][CH3:21])[CH:28]=[CH:27][CH:26]=1. (5) The product is: [OH:26][C:23]1[CH:24]=[CH:25][C:20]([S:17]([N:6]2[CH:5]([CH3:28])[C:4]3[C:3]([OH:2])=[CH:16][CH:15]=[CH:14][C:13]=3[C:12]3[CH:11]=[CH:10][CH:9]=[CH:8][C:7]2=3)(=[O:19])=[O:18])=[CH:21][CH:22]=1. Given the reactants C[O:2][C:3]1[CH:16]=[CH:15][CH:14]=[C:13]2[C:4]=1[CH:5]([CH3:28])[N:6]([S:17]([C:20]1[CH:25]=[CH:24][C:23]([O:26]C)=[CH:22][CH:21]=1)(=[O:19])=[O:18])[C:7]1[CH:8]=[CH:9][CH:10]=[CH:11][C:12]=12.B(Cl)(Cl)Cl.ClCCl, predict the reaction product. (6) Given the reactants [Cl-].O[NH3+:3].[C:4](=[O:7])([O-])[OH:5].[Na+].CS(C)=O.[F:13][C:14]1[CH:15]=[C:16]([C:44]2[C:45]([C:50]#[N:51])=[CH:46][CH:47]=[CH:48][CH:49]=2)[CH:17]=[CH:18][C:19]=1[CH2:20][C:21]1[C:22](=[O:43])[N:23]([C:33]2[CH:38]=[CH:37][C:36]([O:39][CH:40]([CH3:42])[CH3:41])=[CH:35][CH:34]=2)[C:24]2[N:25]([N:30]=[CH:31][N:32]=2)[C:26]=1[CH2:27][CH2:28][CH3:29], predict the reaction product. The product is: [F:13][C:14]1[CH:15]=[C:16]([C:44]2[CH:49]=[CH:48][CH:47]=[CH:46][C:45]=2[C:50]2[NH:3][C:4](=[O:7])[O:5][N:51]=2)[CH:17]=[CH:18][C:19]=1[CH2:20][C:21]1[C:22](=[O:43])[N:23]([C:33]2[CH:38]=[CH:37][C:36]([O:39][CH:40]([CH3:42])[CH3:41])=[CH:35][CH:34]=2)[C:24]2[N:25]([N:30]=[CH:31][N:32]=2)[C:26]=1[CH2:27][CH2:28][CH3:29]. (7) Given the reactants [NH2:1][C@H:2]([C:12]1[N:17]=[C:16]([C:18]#[C:19][C@@:20]2([CH3:33])[O:25][CH2:24][CH2:23][N:22]([C:26]([O:28][C:29]([CH3:32])([CH3:31])[CH3:30])=[O:27])[CH2:21]2)[CH:15]=[CH:14][C:13]=1[C:34]1[CH:35]=[CH:36][C:37]([Cl:49])=[C:38]2[C:42]=1[N:41]([CH3:43])[N:40]=[C:39]2[NH:44][S:45]([CH3:48])(=[O:47])=[O:46])[CH2:3][C:4]1[CH:9]=[C:8]([F:10])[CH:7]=[C:6]([F:11])[CH:5]=1.C(N(CC)CC)C.[C:57]([C:59]1[C:60]2[C@H:70]3[CH2:71][C@H:69]3[C:68]([F:73])([F:72])[C:61]=2[N:62]([CH2:64][C:65](O)=[O:66])[N:63]=1)#[N:58].CN(C(ON1N=NC2C=CC=NC1=2)=[N+](C)C)C.F[P-](F)(F)(F)(F)F, predict the reaction product. The product is: [Cl:49][C:37]1[CH:36]=[CH:35][C:34]([C:13]2[CH:14]=[CH:15][C:16]([C:18]#[C:19][C@@:20]3([CH3:33])[O:25][CH2:24][CH2:23][N:22]([C:26]([O:28][C:29]([CH3:32])([CH3:31])[CH3:30])=[O:27])[CH2:21]3)=[N:17][C:12]=2[C@@H:2]([NH:1][C:65](=[O:66])[CH2:64][N:62]2[C:61]3[C:68]([F:72])([F:73])[C@@H:69]4[CH2:71][C@@H:70]4[C:60]=3[C:59]([C:57]#[N:58])=[N:63]2)[CH2:3][C:4]2[CH:5]=[C:6]([F:11])[CH:7]=[C:8]([F:10])[CH:9]=2)=[C:42]2[C:38]=1[C:39]([NH:44][S:45]([CH3:48])(=[O:46])=[O:47])=[N:40][N:41]2[CH3:43].